Dataset: Full USPTO retrosynthesis dataset with 1.9M reactions from patents (1976-2016). Task: Predict the reactants needed to synthesize the given product. (1) Given the product [NH2:36][C:37]1([C:41]2[CH:42]=[CH:43][C:44]([C:47]3[C:56](=[O:57])[C:55]4[C:50](=[CH:51][C:52]([O:61][CH3:62])=[C:53]([C:58]([NH2:59])=[O:60])[CH:54]=4)[O:49][C:48]=3[C:63]3[CH:64]=[CH:65][CH:66]=[CH:67][CH:68]=3)=[CH:45][CH:46]=2)[CH2:38][CH2:39][CH2:40]1, predict the reactants needed to synthesize it. The reactants are: NC1(C2C=CC(C3C(=O)C4C(=CC=C(F)C=4)OC=3C3C=CC=CC=3)=CC=2)CCC1.C(OC(=O)[NH:36][C:37]1([C:41]2[CH:46]=[CH:45][C:44]([C:47]3[C:56](=[O:57])[C:55]4[C:50](=[CH:51][C:52]([O:61][CH3:62])=[C:53]([C:58](=[O:60])[NH2:59])[CH:54]=4)[O:49][C:48]=3[C:63]3[CH:68]=[CH:67][CH:66]=[CH:65][CH:64]=3)=[CH:43][CH:42]=2)[CH2:40][CH2:39][CH2:38]1)(C)(C)C. (2) Given the product [CH3:28][O:10][S:8]([C:5]1[CH:6]=[CH:7][C:2]([Cl:1])=[CH:3][C:4]=1[NH:12][C:13](=[O:26])/[CH:14]=[CH:15]/[C:16]1[CH:25]=[CH:24][C:23]2[C:18](=[CH:19][CH:20]=[CH:21][CH:22]=2)[CH:17]=1)(=[O:11])=[O:9], predict the reactants needed to synthesize it. The reactants are: [Cl:1][C:2]1[CH:7]=[CH:6][C:5]([S:8]([OH:11])(=[O:10])=[O:9])=[C:4]([NH:12][C:13](=[O:26])/[CH:14]=[CH:15]/[C:16]2[CH:25]=[CH:24][C:23]3[C:18](=[CH:19][CH:20]=[CH:21][CH:22]=3)[CH:17]=2)[CH:3]=1.F[C:28](F)(F)S(OC)(=O)=O.C(N(CC)CC)C. (3) Given the product [C:25]([O:24][C:22]([N:8]1[CH2:9][CH2:10][C:11]2[NH:12][C:13](=[O:15])[N:30]([N:31]([CH3:32])[CH3:33])[C:4](=[O:5])[C:6]=2[CH2:7]1)=[O:23])([CH3:26])([CH3:27])[CH3:28], predict the reactants needed to synthesize it. The reactants are: C(O[C:4]([C:6]1[CH2:7][N:8]([C:22]([O:24][C:25]([CH3:28])([CH3:27])[CH3:26])=[O:23])[CH2:9][CH2:10][C:11]=1[NH:12][C:13]([O:15]C1C=CC=CC=1)=O)=[O:5])C.C[NH:30][NH:31][CH3:32].[CH2:33]1CCN2C(=NCCC2)CC1.NC(N)=O.[OH-].[Na+].Cl.